From a dataset of Forward reaction prediction with 1.9M reactions from USPTO patents (1976-2016). Predict the product of the given reaction. (1) Given the reactants [CH3:1][S:2]([C:5]1[CH:10]=[CH:9][C:8]([OH:11])=[CH:7][CH:6]=1)(=[O:4])=[O:3].[CH2:12](Br)[C:13]#[CH:14].C([O-])([O-])=O.[K+].[K+], predict the reaction product. The product is: [CH3:1][S:2]([C:5]1[CH:10]=[CH:9][C:8]([O:11][CH2:14][C:13]#[CH:12])=[CH:7][CH:6]=1)(=[O:3])=[O:4]. (2) Given the reactants [C:1]([N:5]1[CH2:22][CH:21]([CH2:23][O:24][CH3:25])[O:20][C:7]2([CH2:12][CH2:11][N:10](C(OC(C)(C)C)=O)[CH2:9][CH2:8]2)[CH2:6]1)([CH3:4])([CH3:3])[CH3:2].Cl.O1CCOCC1, predict the reaction product. The product is: [C:1]([N:5]1[CH2:22][CH:21]([CH2:23][O:24][CH3:25])[O:20][C:7]2([CH2:12][CH2:11][NH:10][CH2:9][CH2:8]2)[CH2:6]1)([CH3:4])([CH3:3])[CH3:2]. (3) Given the reactants [OH:1][C@H:2]1[CH2:7][CH2:6][CH2:5][CH2:4][C@@H:3]1[NH:8][C:9]([C:11]1[CH:20]=[C:19]([CH2:21][C:22]2[CH:23]=[N:24][C:25]([CH:28]=[CH2:29])=[CH:26][CH:27]=2)[C:18]2[C:13](=[CH:14][CH:15]=[CH:16][CH:17]=2)[C:12]=1[O:30][CH3:31])=[O:10], predict the reaction product. The product is: [OH:1][C@H:2]1[CH2:7][CH2:6][CH2:5][CH2:4][C@@H:3]1[NH:8][C:9]([C:11]1[CH:20]=[C:19]([CH2:21][C:22]2[CH:23]=[N:24][C:25]([CH2:28][CH3:29])=[CH:26][CH:27]=2)[C:18]2[C:13](=[CH:14][CH:15]=[CH:16][CH:17]=2)[C:12]=1[O:30][CH3:31])=[O:10]. (4) Given the reactants [C:1]1([C@@H:7]([CH:9]2[CH2:14][CH2:13][O:12][CH2:11][CH2:10]2)[OH:8])[CH:6]=[CH:5][CH:4]=[CH:3][CH:2]=1.C(N(CC)CC)C.[CH3:22][S:23](Cl)(=[O:25])=[O:24], predict the reaction product. The product is: [CH3:22][S:23]([O:8][CH:7]([C:1]1[CH:2]=[CH:3][CH:4]=[CH:5][CH:6]=1)[CH:9]1[CH2:14][CH2:13][O:12][CH2:11][CH2:10]1)(=[O:25])=[O:24]. (5) Given the reactants C(OC([N:8]1[C@@H:12]([CH2:13][N:14]([CH2:25][CH3:26])[C:15]2[CH:20]=[CH:19][N:18]=[C:17]([C:21]([F:24])([F:23])[F:22])[N:16]=2)[CH2:11][O:10]C1(C)C)=O)(C)(C)C.Cl, predict the reaction product. The product is: [NH2:8][C@@H:12]([CH2:13][N:14]([CH2:25][CH3:26])[C:15]1[CH:20]=[CH:19][N:18]=[C:17]([C:21]([F:24])([F:23])[F:22])[N:16]=1)[CH2:11][OH:10]. (6) Given the reactants CN1CCN(C2C3N=C([C@@H](N(C)C4C5N=CC=CC=5CCC4)CO)NC=3C=CC=2)CC1.C1(COC[C@@H](C(O)=O)NC(OCC2C=CC=CC=2)=O)C=CC=CC=1.[CH3:56][N:57]([C@H:68]([C:78]1[NH:82][C:81]2[CH:83]=[CH:84][CH:85]=[C:86]([N:87]3[CH2:92][CH2:91][N:90]([CH3:93])[CH2:89][CH2:88]3)[C:80]=2[N:79]=1)[CH2:69][O:70][CH2:71][C:72]1[CH:77]=[CH:76][CH:75]=[CH:74][CH:73]=1)[CH:58]1[C:67]2[N:66]=[CH:65][CH:64]=[CH:63][C:62]=2[CH2:61][CH2:60][CH2:59]1, predict the reaction product. The product is: [CH3:56][N:57]([C@@H:68]([C:78]1[NH:82][C:81]2[CH:83]=[CH:84][CH:85]=[C:86]([N:87]3[CH2:92][CH2:91][N:90]([CH3:93])[CH2:89][CH2:88]3)[C:80]=2[N:79]=1)[CH2:69][O:70][CH2:71][C:72]1[CH:73]=[CH:74][CH:75]=[CH:76][CH:77]=1)[CH:58]1[C:67]2[N:66]=[CH:65][CH:64]=[CH:63][C:62]=2[CH2:61][CH2:60][CH2:59]1. (7) Given the reactants Br[C:2]1[S:3][C:4]([C:7]([O:9][CH3:10])=[O:8])=[CH:5][N:6]=1.[F:11][C:12]([F:23])([F:22])[C:13]1[CH:14]=[C:15](B(O)O)[CH:16]=[CH:17][CH:18]=1, predict the reaction product. The product is: [F:11][C:12]([F:23])([F:22])[C:13]1[CH:18]=[C:17]([C:2]2[S:3][C:4]([C:7]([O:9][CH3:10])=[O:8])=[CH:5][N:6]=2)[CH:16]=[CH:15][CH:14]=1.